Dataset: Peptide-MHC class II binding affinity with 134,281 pairs from IEDB. Task: Regression. Given a peptide amino acid sequence and an MHC pseudo amino acid sequence, predict their binding affinity value. This is MHC class II binding data. (1) The peptide sequence is DSYIIVGRGDSRLTY. The MHC is DRB1_1501 with pseudo-sequence DRB1_1501. The binding affinity (normalized) is 0.277. (2) The peptide sequence is QEIDPLSYNYIPVNSN. The MHC is DRB1_0701 with pseudo-sequence DRB1_0701. The binding affinity (normalized) is 0.279.